Dataset: Full USPTO retrosynthesis dataset with 1.9M reactions from patents (1976-2016). Task: Predict the reactants needed to synthesize the given product. (1) Given the product [Cl:1][C:2]1[N:3]=[CH:4][N:5]([C:7]2[CH:13]=[CH:12][C:10]([N:11]=[C:16]=[S:17])=[CH:9][C:8]=2[O:14][CH3:15])[CH:6]=1, predict the reactants needed to synthesize it. The reactants are: [Cl:1][C:2]1[N:3]=[CH:4][N:5]([C:7]2[CH:13]=[CH:12][C:10]([NH2:11])=[CH:9][C:8]=2[O:14][CH3:15])[CH:6]=1.[C:16](N1C=CC=CC1=O)(N1C=CC=CC1=O)=[S:17]. (2) Given the product [CH3:38][CH:39]1[CH2:44][CH2:43][CH2:42][CH:41]([CH3:45])[N:40]1[CH2:36][C:34]1[S:33][C:23]2[N:24]=[C:25]([C:27]3[S:28][CH:29]=[C:30]([CH3:32])[N:31]=3)[N:26]=[C:21]([NH2:20])[C:22]=2[CH:35]=1, predict the reactants needed to synthesize it. The reactants are: [BH-](OC(C)=O)(OC(C)=O)OC(C)=O.[Na+].C1COCC1.[NH2:20][C:21]1[C:22]2[CH:35]=[C:34]([CH:36]=O)[S:33][C:23]=2[N:24]=[C:25]([C:27]2[S:28][CH:29]=[C:30]([CH3:32])[N:31]=2)[N:26]=1.[CH3:38][C@H:39]1[CH2:44][CH2:43][CH2:42][C@@H:41]([CH3:45])[NH:40]1. (3) Given the product [Br:13][C:9]1[C:8]([CH3:14])=[C:7]([N:6]2[C:4](=[O:5])[C:3]3[C:2](=[CH:18][CH:17]=[CH:16][CH:15]=3)[NH:1][C:19]2=[O:20])[CH:12]=[CH:11][CH:10]=1, predict the reactants needed to synthesize it. The reactants are: [NH2:1][C:2]1[CH:18]=[CH:17][CH:16]=[CH:15][C:3]=1[C:4]([NH:6][C:7]1[CH:12]=[CH:11][CH:10]=[C:9]([Br:13])[C:8]=1[CH3:14])=[O:5].[C:19]([O-])(O)=[O:20].[Na+].